Dataset: Reaction yield outcomes from USPTO patents with 853,638 reactions. Task: Predict the reaction yield, written as a fraction of the theoretical maximum amount of product (1.0 means a 100% yield; for example, 0.34 means a 34% yield). (1) The reactants are [F:1][C:2]1[CH:7]=[CH:6][CH:5]=[CH:4][C:3]=1[C:8]1[C:12]([C:13]([OH:15])=O)=[C:11]([CH3:16])[O:10][N:9]=1.Cl.C(N=C=NCCCN(C)C)C.[F:29][C:30]([F:44])([F:43])[C:31]1[CH:32]=[C:33]([N:37]2[CH2:42][CH2:41][NH:40][CH2:39][CH2:38]2)[CH:34]=[CH:35][CH:36]=1. The catalyst is ClCCl. The product is [F:1][C:2]1[CH:7]=[CH:6][CH:5]=[CH:4][C:3]=1[C:8]1[C:12]([C:13]([N:40]2[CH2:39][CH2:38][N:37]([C:33]3[CH:34]=[CH:35][CH:36]=[C:31]([C:30]([F:43])([F:44])[F:29])[CH:32]=3)[CH2:42][CH2:41]2)=[O:15])=[C:11]([CH3:16])[O:10][N:9]=1. The yield is 0.630. (2) The reactants are [OH-].[Li+].[F:3][C:4]1[CH:5]=[C:6]([C:10]2[CH:18]=[C:17]3[C:13]([CH2:14][CH2:15][CH:16]3[N:19]([C:23]3[CH:24]=[C:25]([CH:32]=[CH:33][CH:34]=3)[O:26][CH2:27][C:28]([O:30]C)=[O:29])[C:20](=[O:22])[CH3:21])=[CH:12][CH:11]=2)[CH:7]=[CH:8][CH:9]=1. The catalyst is C1COCC1. The product is [F:3][C:4]1[CH:5]=[C:6]([C:10]2[CH:18]=[C:17]3[C:13]([CH2:14][CH2:15][CH:16]3[N:19]([C:23]3[CH:24]=[C:25]([CH:32]=[CH:33][CH:34]=3)[O:26][CH2:27][C:28]([OH:30])=[O:29])[C:20](=[O:22])[CH3:21])=[CH:12][CH:11]=2)[CH:7]=[CH:8][CH:9]=1. The yield is 0.590.